Dataset: Full USPTO retrosynthesis dataset with 1.9M reactions from patents (1976-2016). Task: Predict the reactants needed to synthesize the given product. (1) Given the product [NH:8]1[CH2:9][CH:6]([C:2]2[NH:1][CH:5]=[CH:4][N:3]=2)[CH2:7]1, predict the reactants needed to synthesize it. The reactants are: [NH:1]1[CH:5]=[CH:4][N:3]=[C:2]1[CH:6]1[CH2:9][N:8](C(OC(C)(C)C)=O)[CH2:7]1. (2) Given the product [C:1]([O:5][C:6]([N:8]1[CH2:13][CH2:12][N:11]([CH2:17][C:18](=[O:19])[NH2:20])[C:10]([CH3:15])([CH3:14])[CH2:9]1)=[O:7])([CH3:4])([CH3:2])[CH3:3], predict the reactants needed to synthesize it. The reactants are: [C:1]([O:5][C:6]([N:8]1[CH2:13][CH2:12][NH:11][C:10]([CH3:15])([CH3:14])[CH2:9]1)=[O:7])([CH3:4])([CH3:3])[CH3:2].Br[CH2:17][C:18]([NH2:20])=[O:19].C(=O)([O-])[O-].[K+].[K+]. (3) Given the product [ClH:23].[ClH:23].[CH3:22][O:21][C@H:18]1[CH2:17][CH2:16][C@H:15]([N:12]2[CH2:13][CH2:14][CH:9]([NH2:5])[CH2:10][CH2:11]2)[CH2:20][CH2:19]1, predict the reactants needed to synthesize it. The reactants are: CC([N:5]([CH:9]1[CH2:14][CH2:13][N:12]([CH:15]2[CH2:20][CH2:19][CH:18]([O:21][CH3:22])[CH2:17][CH2:16]2)[CH2:11][CH2:10]1)C(=O)[O-])(C)C.[ClH:23]. (4) Given the product [O:15]=[C:16]1[N:20]([C:21]2[CH:22]=[CH:23][C:24]([CH2:27][C:28]([NH:12][C:9]3[N:10]=[CH:11][N:5]4[C:4]([C:3]([F:13])([F:2])[F:14])=[CH:8][S:7][C:6]=34)=[O:29])=[CH:25][CH:26]=2)[CH2:19][CH2:18][O:17]1, predict the reactants needed to synthesize it. The reactants are: Cl.[F:2][C:3]([F:14])([F:13])[C:4]1[N:5]2[CH:11]=[N:10][C:9]([NH2:12])=[C:6]2[S:7][CH:8]=1.[O:15]=[C:16]1[N:20]([C:21]2[CH:26]=[CH:25][C:24]([CH2:27][C:28](O)=[O:29])=[CH:23][CH:22]=2)[CH2:19][CH2:18][O:17]1.C(Cl)CCl.C1C=CC2N(O)N=NC=2C=1.C(N(CC)CC)C. (5) Given the product [C:24]([O:17][CH2:16][C:12]1[CH:13]=[CH:14][CH:15]=[C:10]([CH2:9][CH2:8][O:7][CH:2]2[CH2:3][CH2:4][CH2:5][CH2:6][O:1]2)[CH:11]=1)(=[O:26])[CH3:25], predict the reactants needed to synthesize it. The reactants are: [O:1]1[CH2:6][CH2:5][CH2:4][CH2:3][CH:2]1[O:7][CH2:8][CH2:9][C:10]1[CH:11]=[C:12]([CH2:16][OH:17])[CH:13]=[CH:14][CH:15]=1.N1C=CC=CC=1.[C:24](OC(=O)C)(=[O:26])[CH3:25]. (6) Given the product [ClH:32].[Cl:32][C:27]1[CH:28]=[CH:29][CH:30]=[CH:31][C:26]=1[N:25]1[CH:21]([C:17]2[CH:18]=[CH:19][CH:20]=[C:15]([N:11]3[CH2:12][CH2:13][CH2:14][NH:8][CH2:9][CH2:10]3)[CH:16]=2)[CH2:22][C:23]([C:33]([F:39])([F:38])[C:34]([F:36])([F:37])[F:35])=[N:24]1, predict the reactants needed to synthesize it. The reactants are: C([N:8]1[CH2:14][CH2:13][CH2:12][N:11]([C:15]2[CH:16]=[C:17]([CH:21]3[N:25]([C:26]4[CH:31]=[CH:30][CH:29]=[CH:28][C:27]=4[Cl:32])[N:24]=[C:23]([C:33]([F:39])([F:38])[C:34]([F:37])([F:36])[F:35])[CH2:22]3)[CH:18]=[CH:19][CH:20]=2)[CH2:10][CH2:9]1)(OC(C)(C)C)=O.Cl. (7) Given the product [F:1][C:2]([F:13])([F:14])[C:3]1[CH:4]=[C:5]([CH2:9][C@@H:10]([OH:12])[CH3:11])[CH:6]=[CH:7][CH:8]=1, predict the reactants needed to synthesize it. The reactants are: [F:1][C:2]([F:14])([F:13])[C:3]1[CH:4]=[C:5]([CH2:9][CH:10]([OH:12])[CH3:11])[CH:6]=[CH:7][CH:8]=1.C(OC=C)(=O)C. (8) The reactants are: [O:1]=[CH:2][C:3]1[CH:11]=[CH:10][C:8]([OH:9])=[C:5]([O:6][CH3:7])[CH:4]=1.F[C:13]1[CH:20]=[CH:19][C:16]([C:17]#[N:18])=[CH:15][C:14]=1[C:21]([F:24])([F:23])[F:22].C([O-])([O-])=O.[K+].[K+]. Given the product [CH:2]([C:3]1[CH:11]=[CH:10][C:8]([O:9][C:13]2[CH:20]=[CH:19][C:16]([C:17]#[N:18])=[CH:15][C:14]=2[C:21]([F:22])([F:24])[F:23])=[C:5]([O:6][CH3:7])[CH:4]=1)=[O:1], predict the reactants needed to synthesize it. (9) Given the product [CH3:23][S:24]([CH2:27][CH2:28][CH2:29][O:1][C:2]1[CH:11]=[C:10]2[C:5]([C:6]([O:12][C:13]3[CH:14]=[C:15]4[C:19](=[CH:20][CH:21]=3)[NH:18][C:17]([CH3:22])=[CH:16]4)=[N:7][CH:8]=[N:9]2)=[CH:4][CH:3]=1)(=[O:26])=[O:25], predict the reactants needed to synthesize it. The reactants are: [OH:1][C:2]1[CH:11]=[C:10]2[C:5]([C:6]([O:12][C:13]3[CH:14]=[C:15]4[C:19](=[CH:20][CH:21]=3)[NH:18][C:17]([CH3:22])=[CH:16]4)=[N:7][CH:8]=[N:9]2)=[CH:4][CH:3]=1.[CH3:23][S:24]([CH2:27][CH2:28][CH2:29]O)(=[O:26])=[O:25]. (10) The reactants are: [Cl:1][C:2]1[C:7]([CH:8]=O)=[CH:6][C:5]([C:10]#[N:11])=[CH:4][C:3]=1[NH:12][C:13]1[N:18]=[C:17]([NH:19][CH:20]2[CH2:22][CH2:21]2)[C:16]2=[N:23][CH:24]=[C:25]([C:26]#[N:27])[N:15]2[N:14]=1.[CH3:28][S:29]([N:32]1[CH2:37][CH2:36][NH:35][CH2:34][CH2:33]1)(=[O:31])=[O:30].COC(OC)OC.C(O)(=O)C.C([BH3-])#N.[Na+].C([O-])(O)=O.[Na+]. Given the product [Cl:1][C:2]1[C:7]([CH2:8][N:35]2[CH2:36][CH2:37][N:32]([S:29]([CH3:28])(=[O:31])=[O:30])[CH2:33][CH2:34]2)=[CH:6][C:5]([C:10]#[N:11])=[CH:4][C:3]=1[NH:12][C:13]1[N:18]=[C:17]([NH:19][CH:20]2[CH2:22][CH2:21]2)[C:16]2=[N:23][CH:24]=[C:25]([C:26]#[N:27])[N:15]2[N:14]=1, predict the reactants needed to synthesize it.